From a dataset of Reaction yield outcomes from USPTO patents with 853,638 reactions. Predict the reaction yield, written as a fraction of the theoretical maximum amount of product (1.0 means a 100% yield; for example, 0.34 means a 34% yield). (1) The reactants are [Cl:1][C:2]1[CH:7]=[C:6]([CH2:8][OH:9])[CH:5]=[C:4]([Cl:10])[C:3]=1[OH:11].C(C1C(=O)C(Cl)=C(Cl)C(=O)C=1C#N)#N. The catalyst is O1CCOCC1. The product is [Cl:1][C:2]1[CH:7]=[C:6]([CH:5]=[C:4]([Cl:10])[C:3]=1[OH:11])[CH:8]=[O:9]. The yield is 0.220. (2) No catalyst specified. The product is [CH2:35]([O:42][C:43]1[N:44]=[N:45][C:46]([C:57]#[C:58][C:60]2[CH:65]=[CH:64][C:63]([O:66][CH3:67])=[C:62]([O:68][CH3:69])[CH:61]=2)=[CH:47][C:48]=1[O:49][CH2:50][C:51]1[CH:56]=[CH:55][CH:54]=[CH:53][CH:52]=1)[C:36]1[CH:37]=[CH:38][CH:39]=[CH:40][CH:41]=1. The yield is 0.170. The reactants are C(OC1N=NC(C#CC2C=CC(C(F)(F)F)=CN=2)=CC=1OCC1C=CC=CC=1)C1C=CC=CC=1.[CH2:35]([O:42][C:43]1[N:44]=[N:45][C:46]([C:57]#[CH:58])=[CH:47][C:48]=1[O:49][CH2:50][C:51]1[CH:56]=[CH:55][CH:54]=[CH:53][CH:52]=1)[C:36]1[CH:41]=[CH:40][CH:39]=[CH:38][CH:37]=1.I[C:60]1[CH:65]=[CH:64][C:63]([O:66][CH3:67])=[C:62]([O:68][CH3:69])[CH:61]=1. (3) The reactants are Cl[C:2]1C=[C:11]([NH:13][C:14]2[CH:23]=[CH:22][C:21]3[C:16](=[CH:17][CH:18]=[CH:19][CH:20]=3)[C:15]=2[Cl:24])[C:5]([C:6]([O:8][CH2:9][CH3:10])=[O:7])=[CH:4][N:3]=1.COS(OC)(=O)=O.C(N(CC)CC)C.CC(O)=O.[CH3:43][CH2:44][OH:45]. The catalyst is C(Cl)(Cl)Cl. The product is [Cl:24][C:15]1[C:16]2[C:21](=[CH:20][CH:19]=[CH:18][CH:17]=2)[CH:22]=[CH:23][C:14]=1[NH:13][C:11]1[C:5]([C:6]([O:8][CH2:9][CH3:10])=[O:7])=[CH:4][N:3]([CH3:2])[C:44](=[O:45])[CH:43]=1. The yield is 0.710. (4) The reactants are F[C:2]1[C:7]([C:8]2[N:16]=[C:15]([CH3:17])[N:14]=[C:13]3[C:9]=2[N:10]=[CH:11][N:12]3[CH:18]2[CH2:23][CH2:22][CH2:21][CH2:20][O:19]2)=[CH:6][C:5]([CH:24]=[CH2:25])=[CH:4][N:3]=1.[NH2:26][C:27]1[CH:28]=[CH:29][C:30]([O:33][CH3:34])=[N:31][CH:32]=1.[Li+].C[Si]([N-][Si](C)(C)C)(C)C.O. The catalyst is C1COCC1. The product is [CH3:34][O:33][C:30]1[N:31]=[CH:32][C:27]([NH:26][C:2]2[C:7]([C:8]3[N:16]=[C:15]([CH3:17])[N:14]=[C:13]4[C:9]=3[N:10]=[CH:11][N:12]4[CH:18]3[CH2:23][CH2:22][CH2:21][CH2:20][O:19]3)=[CH:6][C:5]([CH:24]=[CH2:25])=[CH:4][N:3]=2)=[CH:28][CH:29]=1. The yield is 0.200. (5) The product is [Cl:36][C:37]1[CH:42]=[C:41]([NH:43][C:9]([N:11]2[C@@H:12]([CH3:35])[C:13](=[O:34])[N:14]([CH2:20][CH2:21][CH2:22][C:23]([N:25]3[CH2:32][CH2:31][C:28]4([CH2:30][CH2:29]4)[C@H:27]([OH:33])[CH2:26]3)=[O:24])[C@@H:15]([C:17]([NH2:18])=[O:19])[CH2:16]2)=[O:8])[CH:40]=[CH:39][C:38]=1[C:46]([F:48])([F:49])[F:47]. The reactants are C([O:8][C:9]([N:11]1[CH2:16][C@H:15]([C:17](=[O:19])[NH2:18])[N:14]([CH2:20][CH2:21][CH2:22][C:23]([N:25]2[CH2:32][CH2:31][C:28]3([CH2:30][CH2:29]3)[C@H:27]([OH:33])[CH2:26]2)=[O:24])[C:13](=[O:34])[C@@H:12]1[CH3:35])=O)C1C=CC=CC=1.[Cl:36][C:37]1[CH:42]=[C:41]([N:43]=C=O)[CH:40]=[CH:39][C:38]=1[C:46]([F:49])([F:48])[F:47]. The yield is 0.730. The catalyst is [Pd]. (6) The reactants are [CH3:1][C:2]([CH3:5])([O-])[CH3:3].[K+].[Cl:7][C:8]1[CH:13]=[C:12]([NH2:14])[C:11]([I:15])=[CH:10][N:9]=1.BrCC(C)=C. The catalyst is C1COCC1. The product is [Cl:7][C:8]1[CH:13]=[C:12]([NH:14][CH2:1][C:2]([CH3:5])=[CH2:3])[C:11]([I:15])=[CH:10][N:9]=1. The yield is 0.760.